From a dataset of Forward reaction prediction with 1.9M reactions from USPTO patents (1976-2016). Predict the product of the given reaction. Given the reactants [Cl:1][C:2]1[C:3]([F:44])=[C:4]([C@@H:8]2[C@:12]([C:15]3[CH:20]=[CH:19][C:18]([Cl:21])=[CH:17][C:16]=3[F:22])([C:13]#[N:14])[C@H:11]([CH2:23][C:24]([CH3:27])([CH3:26])[CH3:25])[NH:10][C@H:9]2[C:28]([NH:30][C:31]2[C:40]([O:41][CH3:42])=[CH:39][C:34]([C:35]([O:37]C)=[O:36])=[C:33]([F:43])[CH:32]=2)=[O:29])[CH:5]=[CH:6][CH:7]=1.C1COCC1.[OH-].[Na+], predict the reaction product. The product is: [Cl:21][C:18]1[CH:19]=[CH:20][C:15]([C@@:12]2([C:13]#[N:14])[C@H:11]([CH2:23][C:24]([CH3:26])([CH3:25])[CH3:27])[NH:10][C@@H:9]([C:28]([NH:30][C:31]3[C:40]([O:41][CH3:42])=[CH:39][C:34]([C:35]([OH:37])=[O:36])=[C:33]([F:43])[CH:32]=3)=[O:29])[C@@H:8]2[C:4]2[CH:5]=[CH:6][CH:7]=[C:2]([Cl:1])[C:3]=2[F:44])=[C:16]([F:22])[CH:17]=1.